This data is from Peptide-MHC class II binding affinity with 134,281 pairs from IEDB. The task is: Regression. Given a peptide amino acid sequence and an MHC pseudo amino acid sequence, predict their binding affinity value. This is MHC class II binding data. The peptide sequence is AAVLFAATAAAAAAV. The MHC is DRB5_0101 with pseudo-sequence DRB5_0101. The binding affinity (normalized) is 0.503.